Task: Predict the reactants needed to synthesize the given product.. Dataset: Full USPTO retrosynthesis dataset with 1.9M reactions from patents (1976-2016) (1) Given the product [CH3:1][O:2][C:3]1[CH:4]=[C:5]2[C:9](=[CH:10][CH:11]=1)[NH:8][CH:7]=[C:6]2[CH2:25][CH2:24][C:23]([OH:27])=[O:26], predict the reactants needed to synthesize it. The reactants are: [CH3:1][O:2][C:3]1[CH:4]=[C:5]2[C:9](=[CH:10][CH:11]=1)[NH:8][CH:7]=[CH:6]2.C(O)(=O)C.C(OC(=O)C)(=O)C.[C:23]([OH:27])(=[O:26])[CH:24]=[CH2:25]. (2) Given the product [Br:1][C:2]1[CH:7]=[C:6]([F:8])[C:5]([NH2:9])=[CH:4][C:3]=1[N:12]([C:18]([O:20][CH2:21][CH3:22])=[O:19])[S:13]([CH2:16][CH3:17])(=[O:14])=[O:15], predict the reactants needed to synthesize it. The reactants are: [Br:1][C:2]1[CH:7]=[C:6]([F:8])[C:5]([N+:9]([O-])=O)=[CH:4][C:3]=1[N:12]([C:18]([O:20][CH2:21][CH3:22])=[O:19])[S:13]([CH2:16][CH3:17])(=[O:15])=[O:14].